This data is from Forward reaction prediction with 1.9M reactions from USPTO patents (1976-2016). The task is: Predict the product of the given reaction. (1) Given the reactants [CH3:1][C:2]1([CH3:28])[CH:7]([NH:8][C:9]2[CH:14]=[CH:13][CH:12]=[CH:11][N:10]=2)[C:6]([CH3:15])=[C:5]([N+:16]([O-])=O)[C:4]([NH:20][CH2:21][C:22]2[CH:27]=[CH:26][CH:25]=[CH:24][CH:23]=2)([CH3:19])[CH2:3]1, predict the reaction product. The product is: [NH2:16][C:5]1[C:4]([NH:20][CH2:21][C:22]2[CH:27]=[CH:26][CH:25]=[CH:24][CH:23]=2)([CH3:19])[CH2:3][C:2]([CH3:1])([CH3:28])[CH:7]([NH:8][C:9]2[CH:14]=[CH:13][CH:12]=[CH:11][N:10]=2)[C:6]=1[CH3:15]. (2) Given the reactants Cl[C:2]1[N:3]=[C:4]([NH:23][C:24]2[CH:32]=[C:31]3[C:27]([CH:28]=[N:29][NH:30]3)=[CH:26][CH:25]=2)[C:5]2[C:10]([CH2:11]C)=[CH:9][N:8]([S:13]([C:16]3[CH:22]=[CH:21][C:19]([CH3:20])=[CH:18][CH:17]=3)(=[O:15])=[O:14])[C:6]=2[N:7]=1.[NH2:33][C:34]1[CH:39]=[CH:38][C:37]([N:40]2[CH2:45][CH2:44][N:43]([C:46](=[O:48])[CH3:47])[CH2:42][CH2:41]2)=[CH:36][CH:35]=1.C[Si](Cl)(C)C, predict the reaction product. The product is: [NH:30]1[C:31]2[C:27](=[CH:26][CH:25]=[C:24]([NH:23][C:4]3[C:5]4[C:10]([CH3:11])=[CH:9][N:8]([S:13]([C:16]5[CH:17]=[CH:18][C:19]([CH3:20])=[CH:21][CH:22]=5)(=[O:15])=[O:14])[C:6]=4[N:7]=[C:2]([NH:33][C:34]4[CH:35]=[CH:36][C:37]([N:40]5[CH2:41][CH2:42][N:43]([C:46](=[O:48])[CH3:47])[CH2:44][CH2:45]5)=[CH:38][CH:39]=4)[N:3]=3)[CH:32]=2)[CH:28]=[N:29]1.